This data is from Catalyst prediction with 721,799 reactions and 888 catalyst types from USPTO. The task is: Predict which catalyst facilitates the given reaction. Reactant: C(=O)([O-])[O-].[K+].[K+].Cl[CH2:8][C:9]([NH:11][C:12]1[CH:13]=[N:14][CH:15]=[CH:16][CH:17]=1)=[O:10]. Product: [N:14]1[CH:15]=[CH:16][CH:17]=[C:12]([NH:11][C:9](=[O:10])[CH3:8])[CH:13]=1. The catalyst class is: 3.